From a dataset of Reaction yield outcomes from USPTO patents with 853,638 reactions. Predict the reaction yield, written as a fraction of the theoretical maximum amount of product (1.0 means a 100% yield; for example, 0.34 means a 34% yield). (1) The reactants are [CH3:1][C:2]([C:5]1[CH:6]=[C:7]([CH:21]=[C:22]([C:25]([CH3:28])([CH3:27])[CH3:26])[C:23]=1[OH:24])[C:8]([NH:10][CH2:11][C:12]1[CH:17]=[CH:16][CH:15]=[C:14]([N+:18]([O-])=O)[CH:13]=1)=[O:9])([CH3:4])[CH3:3].[H][H]. The catalyst is C(O)C.C1COCC1.[Pd]. The product is [CH3:4][C:2]([C:5]1[CH:6]=[C:7]([CH:21]=[C:22]([C:25]([CH3:28])([CH3:27])[CH3:26])[C:23]=1[OH:24])[C:8]([NH:10][CH2:11][C:12]1[CH:17]=[CH:16][CH:15]=[C:14]([NH2:18])[CH:13]=1)=[O:9])([CH3:1])[CH3:3]. The yield is 0.450. (2) The reactants are [CH:1]1([NH:4][C:5](=[O:24])[C:6]([C:17]2[CH:22]=[CH:21][C:20]([CH3:23])=[CH:19][CH:18]=2)=[CH:7][C:8]2[CH:16]=[CH:15][C:11]([C:12](O)=[O:13])=[CH:10][CH:9]=2)[CH2:3][CH2:2]1.CN(C=O)C.[CH:30]1[CH:31]=[CH:32][C:33]2[N:38](O)N=[N:36][C:34]=2[CH:35]=1.C1(N)C=CC=CC=1N. The catalyst is O. The product is [NH2:38][C:33]1[CH:32]=[CH:31][CH:30]=[CH:35][C:34]=1[NH:36][C:12](=[O:13])[C:11]1[CH:10]=[CH:9][C:8]([CH:7]=[C:6]([C:17]2[CH:18]=[CH:19][C:20]([CH3:23])=[CH:21][CH:22]=2)[C:5]([NH:4][CH:1]2[CH2:2][CH2:3]2)=[O:24])=[CH:16][CH:15]=1. The yield is 0.450. (3) The reactants are [C:1]1([S:7](Cl)(=[O:9])=[O:8])[CH:6]=[CH:5][CH:4]=[CH:3][CH:2]=1.[NH:11]1[CH:15]=[CH:14][CH:13]=[CH:12]1.[OH-].[Na+]. The catalyst is C1(C)C=CC=CC=1.S(=O)(=O)(O)[O-].C([N+](CCCC)(CCCC)CCCC)CCC. The product is [C:1]1([S:7]([N:11]2[CH:15]=[CH:14][CH:13]=[CH:12]2)(=[O:9])=[O:8])[CH:6]=[CH:5][CH:4]=[CH:3][CH:2]=1. The yield is 0.870. (4) The reactants are [Cl:1][C:2]1[CH:11]=[C:10]([Cl:12])[C:9]([OH:13])=[C:8]2[C:3]=1[CH:4]=[CH:5][C:6]([CH3:14])=[N:7]2.[Se](=O)=[O:16]. The catalyst is O1CCOCC1. The product is [Cl:1][C:2]1[CH:11]=[C:10]([Cl:12])[C:9]([OH:13])=[C:8]2[C:3]=1[CH:4]=[CH:5][C:6]([CH:14]=[O:16])=[N:7]2. The yield is 1.00.